This data is from Forward reaction prediction with 1.9M reactions from USPTO patents (1976-2016). The task is: Predict the product of the given reaction. (1) The product is: [Cl:11][C:10]1[C:5]([C:4]([O:3][CH2:1][CH3:2])=[O:13])=[N:6][C:7]([I:15])=[CH:8][CH:9]=1. Given the reactants [CH2:1]([O:3][C:4](=[O:13])[C:5]1[C:10]([Cl:11])=[CH:9][CH:8]=[C:7](Cl)[N:6]=1)[CH3:2].[Na+].[I-:15].C(Cl)(=O)C, predict the reaction product. (2) Given the reactants [NH2:1][C:2]1[N:7]=[CH:6][C:5]([C:8]2[N:13]=[C:12]([N:14]3[CH2:19][CH2:18][O:17][CH2:16][CH2:15]3)[N:11]=[C:10](NC3C=NC4C(C=3)=CC=CC=4)[CH:9]=2)=[CH:4][N:3]=1.CC(C)([O-])C.[K+].[N:37]1[CH:42]=[CH:41][CH:40]=[C:39]([OH:43])[CH:38]=1, predict the reaction product. The product is: [O:17]1[CH2:18][CH2:19][N:14]([C:12]2[N:13]=[C:8]([C:5]3[CH:4]=[N:3][C:2]([NH2:1])=[N:7][CH:6]=3)[CH:9]=[C:10]([O:43][C:39]3[CH:38]=[N:37][CH:42]=[CH:41][CH:40]=3)[N:11]=2)[CH2:15][CH2:16]1. (3) Given the reactants Cl.[CH3:2][NH:3][O:4][CH3:5].CCN(C(C)C)C(C)C.C[Al](C)C.[F:19][C:20]1[CH:25]=[CH:24][CH:23]=[CH:22][C:21]=1[N:26]1[CH:31]=[C:30]([O:32][CH3:33])[C:29](=[O:34])[C:28]([C:35]([O:37]C)=O)=[N:27]1.Cl.[Na+].[Cl-], predict the reaction product. The product is: [F:19][C:20]1[CH:25]=[CH:24][CH:23]=[CH:22][C:21]=1[N:26]1[CH:31]=[C:30]([O:32][CH3:33])[C:29](=[O:34])[C:28]([C:35]([N:3]([O:4][CH3:5])[CH3:2])=[O:37])=[N:27]1. (4) Given the reactants [Cl:1][CH2:2][C:3](=O)[CH2:4][CH:5]([C:10]1[S:14][C:13]([C:15]2[CH:20]=[CH:19][C:18]([Cl:21])=[CH:17][CH:16]=2)=[N:12][CH:11]=1)[CH2:6][C:7]([O-:9])=[O:8].[N:23]1[C:32]2[NH:31][CH2:30][CH2:29][CH2:28][C:27]=2[CH:26]=[CH:25][C:24]=1[CH2:33][CH2:34][CH2:35][C:36](=[S:38])[NH2:37].O1CCO[CH2:41][CH2:40]1, predict the reaction product. The product is: [ClH:1].[Cl:21][C:18]1[CH:19]=[CH:20][C:15]([C:13]2[S:14][C:10]([CH:5]([CH2:4][C:3]3[N:37]=[C:36]([CH2:35][CH2:34][CH2:33][C:24]4[CH:25]=[CH:26][C:27]5[CH2:28][CH2:29][CH2:30][NH:31][C:32]=5[N:23]=4)[S:38][CH:2]=3)[CH2:6][C:7]([O:9][CH2:40][CH3:41])=[O:8])=[CH:11][N:12]=2)=[CH:16][CH:17]=1.